Dataset: TCR-epitope binding with 47,182 pairs between 192 epitopes and 23,139 TCRs. Task: Binary Classification. Given a T-cell receptor sequence (or CDR3 region) and an epitope sequence, predict whether binding occurs between them. (1) The epitope is YIFFASFYY. The TCR CDR3 sequence is CASSSEASGGYEQYF. Result: 1 (the TCR binds to the epitope). (2) The epitope is ITEEVGHTDLMAAY. The TCR CDR3 sequence is CASSLGPDGYNEQFF. Result: 1 (the TCR binds to the epitope). (3) The epitope is GVAMPNLYK. The TCR CDR3 sequence is CASSLSIMASGSSYNEQFF. Result: 0 (the TCR does not bind to the epitope). (4) The epitope is IPSINVHHY. The TCR CDR3 sequence is CSVESGRTDEQYF. Result: 1 (the TCR binds to the epitope). (5) The epitope is GTSGSPIIDK. The TCR CDR3 sequence is CASSPLASEQFF. Result: 0 (the TCR does not bind to the epitope). (6) The epitope is AYILFTRFFYV. The TCR CDR3 sequence is CASSQGEWVNQETQYF. Result: 0 (the TCR does not bind to the epitope).